From a dataset of Full USPTO retrosynthesis dataset with 1.9M reactions from patents (1976-2016). Predict the reactants needed to synthesize the given product. (1) Given the product [OH:11][C:12]1[C:13](=[O:45])[N:14]([C:38]2[N:39]=[N:40][C:41]([CH3:44])=[CH:42][CH:43]=2)[C@@H:15]([C:28]2[CH:33]=[CH:32][C:31]([C:34]([F:36])([F:37])[F:35])=[CH:30][CH:29]=2)[C:16]=1[C:17](=[O:27])[C:18]1[CH:23]=[CH:22][C:21]([CH:24]([CH3:26])[CH3:25])=[CH:20][CH:19]=1, predict the reactants needed to synthesize it. The reactants are: COC(=O)[C@H]([O:11][C:12]1[C:13](=[O:45])[N:14]([C:38]2[N:39]=[N:40][C:41]([CH3:44])=[CH:42][CH:43]=2)[C@@H:15]([C:28]2[CH:33]=[CH:32][C:31]([C:34]([F:37])([F:36])[F:35])=[CH:30][CH:29]=2)[C:16]=1[C:17](=[O:27])[C:18]1[CH:23]=[CH:22][C:21]([CH:24]([CH3:26])[CH3:25])=[CH:20][CH:19]=1)C1C=CC=CC=1. (2) Given the product [ClH:3].[NH2:5][C:6]1[CH:7]=[C:8]([CH:12]=[CH:13][C:14]=1[O:15][CH3:16])[C:9]([O:11][CH3:17])=[O:10], predict the reactants needed to synthesize it. The reactants are: S(Cl)([Cl:3])=O.[NH2:5][C:6]1[CH:7]=[C:8]([CH:12]=[CH:13][C:14]=1[O:15][CH3:16])[C:9]([OH:11])=[O:10].[CH3:17]O. (3) Given the product [C:15]([O:1][C:2]1[CH:13]=[CH:12][C:5]2[S:6][CH:7]=[C:8]([C:9]([OH:11])=[O:10])[C:4]=2[CH:3]=1)(=[O:17])[CH3:16], predict the reactants needed to synthesize it. The reactants are: [OH:1][C:2]1[CH:13]=[CH:12][C:5]2[S:6][CH:7]=[C:8]([C:9]([OH:11])=[O:10])[C:4]=2[CH:3]=1.O.[C:15](OC(=O)C)(=[O:17])[CH3:16]. (4) Given the product [N:1]([C@@H:4]([C@@H:38]([C:45]1[CH:46]=[CH:47][C:48]([Cl:51])=[CH:49][CH:50]=1)[CH:39]1[CH2:40][CH2:41][O:42][CH2:43][CH2:44]1)[C:5]([NH:7][C:8]1[CH:13]=[CH:12][CH:11]=[C:10]([F:14])[C:9]=1[CH2:15][CH2:16][C@@H:17]1[N:31]([S:32]([CH:35]2[CH2:36][CH2:37]2)(=[O:34])=[O:33])[C@@H:28]([CH3:29])[CH2:27][N:19]([C:20]([O:21][C:22]([CH3:24])([CH3:25])[CH3:23])=[O:26])[CH2:18]1)=[O:6])=[N+:2]=[N-:3], predict the reactants needed to synthesize it. The reactants are: [N:1]([C@@H:4]([C@@H:38]([C:45]1[CH:50]=[CH:49][C:48]([Cl:51])=[CH:47][CH:46]=1)[CH:39]1[CH2:44][CH2:43][O:42][CH2:41][CH2:40]1)[C:5]([NH:7][C:8]1[CH:13]=[CH:12][CH:11]=[C:10]([F:14])[C:9]=1[CH2:15][CH2:16][C@H:17]([NH:31][S:32]([CH:35]1[CH2:37][CH2:36]1)(=[O:34])=[O:33])[CH2:18][N:19]([CH2:27][C@H:28](O)[CH3:29])[C:20](=[O:26])[O:21][C:22]([CH3:25])([CH3:24])[CH3:23])=[O:6])=[N+:2]=[N-:3].CC(OC(/N=N/C(OC(C)C)=O)=O)C.C1(P(C2C=CC=CC=2)C2C=CC=CC=2)C=CC=CC=1. (5) Given the product [CH3:51][C:52]1[C:60]([CH3:61])=[CH:59][C:55]2[N:56]([C:31]3[S:32][C:33]([C:48]([NH2:50])=[O:49])=[C:34]([O:36][CH2:37][C:38]4[CH:43]=[CH:42][CH:41]=[CH:40][C:39]=4[C:44]([F:47])([F:46])[F:45])[N:35]=3)[CH:57]=[N:58][C:54]=2[CH:53]=1, predict the reactants needed to synthesize it. The reactants are: N1(C2SC(C(N)=O)=C(OCC3C=CC=CC=3C(F)(F)F)N=2)C2C=CC=CC=2N=C1.Cl[C:31]1[S:32][C:33]([C:48]([NH2:50])=[O:49])=[C:34]([O:36][CH2:37][C:38]2[CH:43]=[CH:42][CH:41]=[CH:40][C:39]=2[C:44]([F:47])([F:46])[F:45])[N:35]=1.[CH3:51][C:52]1[C:60]([CH3:61])=[CH:59][C:55]2[N:56]=[CH:57][NH:58][C:54]=2[CH:53]=1.C([O-])([O-])=O.[K+].[K+]. (6) Given the product [CH3:1][O:2][C:3]1[CH:4]=[CH:5][C:6]([CH2:7][N:8]2[CH2:9][CH2:10][C:11]3[N:12]=[C:22]([CH2:23][O:24][C:25]4[CH:30]=[CH:29][CH:28]=[CH:27][CH:26]=4)[C:21]4[CH2:20][C@H:18]([CH3:19])[O:17][CH2:16][C:15]=4[C:14]=3[CH2:13]2)=[CH:31][CH:32]=1, predict the reactants needed to synthesize it. The reactants are: [CH3:1][O:2][C:3]1[CH:32]=[CH:31][C:6]([CH2:7][N:8]([CH2:13][C:14]#[C:15][CH2:16][O:17][C@H:18]([CH2:20][C:21]#[C:22][CH2:23][O:24][C:25]2[CH:30]=[CH:29][CH:28]=[CH:27][CH:26]=2)[CH3:19])[CH2:9][CH2:10][C:11]#[N:12])=[CH:5][CH:4]=1. (7) Given the product [F:27][C:24]([F:25])([F:26])[C:22]1[CH:23]=[C:18]([C:17]([N:16]([CH3:33])[C@@H:15]2[CH2:14][CH2:13][N:12]([C:45]([CH:44]3[CH2:48][CH2:49][N:41]([C:34]([O:36][C:37]([CH3:40])([CH3:39])[CH3:38])=[O:35])[CH2:42][CH2:43]3)=[O:46])[CH2:11][C@H:10]2[C:5]2[CH:6]=[CH:7][C:8]([Cl:9])=[C:3]([Cl:2])[CH:4]=2)=[O:32])[CH:19]=[C:20]([C:28]([F:31])([F:29])[F:30])[CH:21]=1, predict the reactants needed to synthesize it. The reactants are: Cl.[Cl:2][C:3]1[CH:4]=[C:5]([C@H:10]2[C@H:15]([N:16]([CH3:33])[C:17](=[O:32])[C:18]3[CH:23]=[C:22]([C:24]([F:27])([F:26])[F:25])[CH:21]=[C:20]([C:28]([F:31])([F:30])[F:29])[CH:19]=3)[CH2:14][CH2:13][NH:12][CH2:11]2)[CH:6]=[CH:7][C:8]=1[Cl:9].[C:34]([N:41]1[CH2:49][CH2:48][CH:44]([C:45](O)=[O:46])[CH2:43][CH2:42]1)([O:36][C:37]([CH3:40])([CH3:39])[CH3:38])=[O:35]. (8) Given the product [CH3:1][O:2][C:3]([CH2:5][NH:6][C:7]([C:9]1([CH2:22][CH2:23][CH2:24][CH2:25][N:30]2[CH2:31][CH2:32][N:27]([C:33]3[CH:42]=[CH:41][C:40]4[C:35](=[CH:36][CH:37]=[CH:38][CH:39]=4)[N:34]=3)[CH2:28][CH2:29]2)[C:21]2[CH:20]=[CH:19][CH:18]=[CH:17][C:16]=2[C:15]2[C:10]1=[CH:11][CH:12]=[CH:13][CH:14]=2)=[O:8])=[O:4], predict the reactants needed to synthesize it. The reactants are: [CH3:1][O:2][C:3]([CH2:5][NH:6][C:7]([C:9]1([CH2:22][CH2:23][CH2:24][CH2:25]Br)[C:21]2[CH:20]=[CH:19][CH:18]=[CH:17][C:16]=2[C:15]2[C:10]1=[CH:11][CH:12]=[CH:13][CH:14]=2)=[O:8])=[O:4].[N:27]1([C:33]2[CH:42]=[CH:41][C:40]3[C:35](=[CH:36][CH:37]=[CH:38][CH:39]=3)[N:34]=2)[CH2:32][CH2:31][NH:30][CH2:29][CH2:28]1. (9) The reactants are: [O:1]1[CH2:6][CH2:5][CH:4]([OH:7])[CH2:3][CH2:2]1.[H-].[Na+].[Br:10][C:11]1[CH:16]=[CH:15][C:14]([CH2:17]Br)=[CH:13][CH:12]=1.O. Given the product [Br:10][C:11]1[CH:16]=[CH:15][C:14]([CH2:17][O:7][CH:4]2[CH2:5][CH2:6][O:1][CH2:2][CH2:3]2)=[CH:13][CH:12]=1, predict the reactants needed to synthesize it.